From a dataset of NCI-60 drug combinations with 297,098 pairs across 59 cell lines. Regression. Given two drug SMILES strings and cell line genomic features, predict the synergy score measuring deviation from expected non-interaction effect. (1) Cell line: T-47D. Synergy scores: CSS=6.81, Synergy_ZIP=-4.87, Synergy_Bliss=-9.62, Synergy_Loewe=2.31, Synergy_HSA=-7.02. Drug 1: C1CC(C1)(C(=O)O)C(=O)O.[NH2-].[NH2-].[Pt+2]. Drug 2: C1=CC=C(C(=C1)C(C2=CC=C(C=C2)Cl)C(Cl)Cl)Cl. (2) Drug 1: C1CCC(CC1)NC(=O)N(CCCl)N=O. Drug 2: CCC1(C2=C(COC1=O)C(=O)N3CC4=CC5=C(C=CC(=C5CN(C)C)O)N=C4C3=C2)O.Cl. Cell line: PC-3. Synergy scores: CSS=12.4, Synergy_ZIP=-6.83, Synergy_Bliss=-0.169, Synergy_Loewe=-3.43, Synergy_HSA=1.01. (3) Drug 1: CCCCC(=O)OCC(=O)C1(CC(C2=C(C1)C(=C3C(=C2O)C(=O)C4=C(C3=O)C=CC=C4OC)O)OC5CC(C(C(O5)C)O)NC(=O)C(F)(F)F)O. Drug 2: C1C(C(OC1N2C=NC3=C2NC=NCC3O)CO)O. Cell line: MDA-MB-435. Synergy scores: CSS=28.6, Synergy_ZIP=2.52, Synergy_Bliss=3.53, Synergy_Loewe=-1.96, Synergy_HSA=3.79.